From a dataset of NCI-60 drug combinations with 297,098 pairs across 59 cell lines. Regression. Given two drug SMILES strings and cell line genomic features, predict the synergy score measuring deviation from expected non-interaction effect. (1) Drug 1: CC1CCC2CC(C(=CC=CC=CC(CC(C(=O)C(C(C(=CC(C(=O)CC(OC(=O)C3CCCCN3C(=O)C(=O)C1(O2)O)C(C)CC4CCC(C(C4)OC)O)C)C)O)OC)C)C)C)OC. Drug 2: C1=CC=C(C=C1)NC(=O)CCCCCCC(=O)NO. Cell line: COLO 205. Synergy scores: CSS=3.27, Synergy_ZIP=-3.22, Synergy_Bliss=-0.803, Synergy_Loewe=-3.55, Synergy_HSA=-1.75. (2) Drug 1: C1=CC(=CC=C1CCC2=CNC3=C2C(=O)NC(=N3)N)C(=O)NC(CCC(=O)O)C(=O)O. Drug 2: CC(C)CN1C=NC2=C1C3=CC=CC=C3N=C2N. Cell line: PC-3. Synergy scores: CSS=59.4, Synergy_ZIP=2.23, Synergy_Bliss=1.32, Synergy_Loewe=-13.0, Synergy_HSA=1.44. (3) Drug 1: CC1CCC2CC(C(=CC=CC=CC(CC(C(=O)C(C(C(=CC(C(=O)CC(OC(=O)C3CCCCN3C(=O)C(=O)C1(O2)O)C(C)CC4CCC(C(C4)OC)O)C)C)O)OC)C)C)C)OC. Drug 2: C1C(C(OC1N2C=NC(=NC2=O)N)CO)O. Cell line: U251. Synergy scores: CSS=19.4, Synergy_ZIP=-6.68, Synergy_Bliss=-1.39, Synergy_Loewe=-11.8, Synergy_HSA=-1.24. (4) Drug 1: COC1=C(C=C2C(=C1)N=CN=C2NC3=CC(=C(C=C3)F)Cl)OCCCN4CCOCC4. Drug 2: C1=CN(C=N1)CC(O)(P(=O)(O)O)P(=O)(O)O. Cell line: UACC62. Synergy scores: CSS=6.09, Synergy_ZIP=-5.14, Synergy_Bliss=-5.81, Synergy_Loewe=-9.09, Synergy_HSA=-5.26. (5) Drug 1: C1=NC(=NC(=O)N1C2C(C(C(O2)CO)O)O)N. Drug 2: CC1C(C(CC(O1)OC2CC(OC(C2O)C)OC3=CC4=CC5=C(C(=O)C(C(C5)C(C(=O)C(C(C)O)O)OC)OC6CC(C(C(O6)C)O)OC7CC(C(C(O7)C)O)OC8CC(C(C(O8)C)O)(C)O)C(=C4C(=C3C)O)O)O)O. Cell line: T-47D. Synergy scores: CSS=34.0, Synergy_ZIP=-1.36, Synergy_Bliss=3.46, Synergy_Loewe=1.67, Synergy_HSA=2.06.